From a dataset of Catalyst prediction with 721,799 reactions and 888 catalyst types from USPTO. Predict which catalyst facilitates the given reaction. (1) Reactant: P(N=[N+]=[N-])(=O)([O:9][C:10]1C=CC=CC=1)OC1C=CC=CC=1.[Br:20][C:21]1[CH:26]=[CH:25][C:24]([CH:27]2[CH2:29][C:28]2([C:33]([O:35][CH3:36])=[O:34])C(O)=O)=[CH:23][CH:22]=1.C([N:39](CC)CC)C.[C:44]([OH:48])([CH3:47])([CH3:46])[CH3:45]. Product: [Br:20][C:21]1[CH:22]=[CH:23][C:24]([CH:27]2[CH2:29][C:28]2([NH:39][C:10]([O:48][C:44]([CH3:47])([CH3:46])[CH3:45])=[O:9])[C:33]([O:35][CH3:36])=[O:34])=[CH:25][CH:26]=1. The catalyst class is: 93. (2) The catalyst class is: 39. Reactant: [C:1]([O:5][CH3:6])(=[O:4])[CH2:2][SH:3].[H-].[Na+].F[C:10]1[CH:15]=[CH:14][C:13]([C:16](=[O:18])[CH3:17])=[CH:12][CH:11]=1. Product: [CH3:6][O:5][C:1](=[O:4])[CH2:2][S:3][C:10]1[CH:15]=[CH:14][C:13]([C:16](=[O:18])[CH3:17])=[CH:12][CH:11]=1. (3) Reactant: [C:1]([O:5][C:6]([N:8]1[C:16]2[C:11](=[CH:12][C:13]([N+:17]([O-])=O)=[CH:14][CH:15]=2)[C:10]([CH3:20])=[N:9]1)=[O:7])([CH3:4])([CH3:3])[CH3:2].C([O-])=O.[NH4+]. Product: [NH2:17][C:13]1[CH:12]=[C:11]2[C:16](=[CH:15][CH:14]=1)[N:8]([C:6]([O:5][C:1]([CH3:3])([CH3:2])[CH3:4])=[O:7])[N:9]=[C:10]2[CH3:20]. The catalyst class is: 43.